This data is from Peptide-MHC class II binding affinity with 134,281 pairs from IEDB. The task is: Regression. Given a peptide amino acid sequence and an MHC pseudo amino acid sequence, predict their binding affinity value. This is MHC class II binding data. (1) The peptide sequence is EEDIEIIPIQEEKY. The MHC is HLA-DQA10101-DQB10501 with pseudo-sequence HLA-DQA10101-DQB10501. The binding affinity (normalized) is 0.162. (2) The peptide sequence is IEKVDAAFKVAATAANAAPA. The MHC is DRB1_0701 with pseudo-sequence DRB1_0701. The binding affinity (normalized) is 0.684. (3) The peptide sequence is ASAAALAGDAAGAWR. The MHC is DRB5_0101 with pseudo-sequence DRB5_0101. The binding affinity (normalized) is 0.0810.